From a dataset of Reaction yield outcomes from USPTO patents with 853,638 reactions. Predict the reaction yield, written as a fraction of the theoretical maximum amount of product (1.0 means a 100% yield; for example, 0.34 means a 34% yield). The reactants are [F:1][C:2]([F:10])([F:9])[C:3]1([C:6](O)=[O:7])[CH2:5][CH2:4]1.C(Cl)(=O)C(Cl)=O.[NH4+:17].[OH-]. The catalyst is C(Cl)Cl.CN(C=O)C.C1COCC1. The product is [F:1][C:2]([F:10])([F:9])[C:3]1([C:6]([NH2:17])=[O:7])[CH2:5][CH2:4]1. The yield is 0.890.